Dataset: Full USPTO retrosynthesis dataset with 1.9M reactions from patents (1976-2016). Task: Predict the reactants needed to synthesize the given product. The reactants are: [F:1][C:2]1[CH:7]=[CH:6][CH:5]=[C:4]([F:8])[C:3]=1[CH2:9][C:10]([O:12][CH3:13])=[O:11].C1C(=O)N([Br:21])C(=O)C1.CC(N=NC(C#N)(C)C)(C#N)C. Given the product [Br:21][CH:9]([C:3]1[C:2]([F:1])=[CH:7][CH:6]=[CH:5][C:4]=1[F:8])[C:10]([O:12][CH3:13])=[O:11], predict the reactants needed to synthesize it.